From a dataset of Forward reaction prediction with 1.9M reactions from USPTO patents (1976-2016). Predict the product of the given reaction. (1) Given the reactants [Cl:1][C:2]1[CH:3]=[C:4]([C:8]2[N:13]=[C:12]([C:14]([OH:16])=O)[CH:11]=[CH:10][C:9]=2[O:17][CH3:18])[CH:5]=[CH:6][CH:7]=1.[NH2:19][C:20]([CH2:27][CH3:28])([CH2:25][CH3:26])[C:21]([NH:23][CH3:24])=[O:22], predict the reaction product. The product is: [CH2:25]([C:20]([NH:19][C:14]([C:12]1[CH:11]=[CH:10][C:9]([O:17][CH3:18])=[C:8]([C:4]2[CH:5]=[CH:6][CH:7]=[C:2]([Cl:1])[CH:3]=2)[N:13]=1)=[O:16])([C:21](=[O:22])[NH:23][CH3:24])[CH2:27][CH3:28])[CH3:26]. (2) Given the reactants [F:1][C:2]1[CH:3]=[CH:4][C:5]([N+:17]([O-:19])=O)=[C:6]([NH:8][C:9](=[O:16])[CH2:10][C:11]([O:13][CH2:14][CH3:15])=[O:12])[CH:7]=1.CC(C)([O-])C.[K+].P([O-])([O-])([O-])=O.[K+].[K+].[K+], predict the reaction product. The product is: [F:1][C:2]1[CH:3]=[CH:4][C:5]2[C:6](=[N:8][C:9]([OH:16])=[C:10]([C:11]([O:13][CH2:14][CH3:15])=[O:12])[N+:17]=2[O-:19])[CH:7]=1. (3) The product is: [CH3:20][C:14]1([CH3:21])[CH2:13][C:12]2[S:11][C:10]3[C:9](=[O:22])[N:8]([C:4]4[C:3]([CH:23]=[O:24])=[C:2]([C:43]5[CH:44]=[C:39]([NH:38][C:36]6[CH:37]=[C:31]7[CH2:30][N:29]([CH2:28][CH2:27][O:26][CH3:25])[CH2:34][CH2:33][N:32]7[N:35]=6)[C:40](=[O:55])[N:41]([CH3:54])[CH:42]=5)[CH:7]=[CH:6][N:5]=4)[N:19]=[CH:18][C:17]=3[C:16]=2[CH2:15]1. Given the reactants Cl[C:2]1[CH:7]=[CH:6][N:5]=[C:4]([N:8]2[N:19]=[CH:18][C:17]3[C:16]4[CH2:15][C:14]([CH3:21])([CH3:20])[CH2:13][C:12]=4[S:11][C:10]=3[C:9]2=[O:22])[C:3]=1[CH:23]=[O:24].[CH3:25][O:26][CH2:27][CH2:28][N:29]1[CH2:34][CH2:33][N:32]2[N:35]=[C:36]([NH:38][C:39]3[C:40](=[O:55])[N:41]([CH3:54])[CH:42]=[C:43](B4OC(C)(C)C(C)(C)O4)[CH:44]=3)[CH:37]=[C:31]2[CH2:30]1.[O-]P([O-])([O-])=O.[K+].[K+].[K+].C([O-])(=O)C.[Na+], predict the reaction product.